From a dataset of Full USPTO retrosynthesis dataset with 1.9M reactions from patents (1976-2016). Predict the reactants needed to synthesize the given product. (1) The reactants are: [F:1][C:2]1[CH:3]=[C:4]([CH2:26]O)[CH:5]=[CH:6][C:7]=1[C:8]1[S:9][C:10]2[C:15]([N:16]=1)=[CH:14][CH:13]=[C:12]([C:17]1([C:20]3[CH:25]=[CH:24][CH:23]=[CH:22][CH:21]=3)[CH2:19][CH2:18]1)[N:11]=2.C1(P(C2C=CC=CC=2)C2C=CC=CC=2)C=CC=CC=1.C(Br)(Br)(Br)[Br:48]. Given the product [Br:48][CH2:26][C:4]1[CH:5]=[CH:6][C:7]([C:8]2[S:9][C:10]3[C:15]([N:16]=2)=[CH:14][CH:13]=[C:12]([C:17]2([C:20]4[CH:25]=[CH:24][CH:23]=[CH:22][CH:21]=4)[CH2:19][CH2:18]2)[N:11]=3)=[C:2]([F:1])[CH:3]=1, predict the reactants needed to synthesize it. (2) Given the product [CH3:8][O:7][C:1]1[CH:6]=[CH:5][C:4]([C:9]([C:10]2[CH:15]=[CH:14][CH:13]=[CH:12][CH:11]=2)=[O:16])=[CH:3][CH:2]=1, predict the reactants needed to synthesize it. The reactants are: [C:1]1([O:7][CH3:8])[CH:6]=[CH:5][CH:4]=[CH:3][CH:2]=1.[C:9](O[C:9](=[O:16])[C:10]1[CH:15]=[CH:14][CH:13]=[CH:12][CH:11]=1)(=[O:16])[C:10]1[CH:15]=[CH:14][CH:13]=[CH:12][CH:11]=1.FC(F)(F)S([O-])(=O)=O.C([N+]1C=CN(C)C=1)C.